From a dataset of Forward reaction prediction with 1.9M reactions from USPTO patents (1976-2016). Predict the product of the given reaction. (1) Given the reactants [O-:1][CH2:2][CH3:3].[Na+].Cl[C:6]1[N:11]=[C:10]([NH2:12])[CH:9]=[CH:8][CH:7]=1, predict the reaction product. The product is: [CH2:2]([O:1][C:6]1[N:11]=[C:10]([NH2:12])[CH:9]=[CH:8][CH:7]=1)[CH3:3]. (2) Given the reactants [CH3:1][C:2]1([CH3:20])[O:7][C:6](=O)[NH:5][C:4]2[CH:9]=[CH:10][C:11]([C:13]3[CH:14]=[C:15]([C:18]#[N:19])[S:16][CH:17]=3)=[CH:12][C:3]1=2.COC1C=CC(P2(SP(C3C=CC(OC)=CC=3)(=S)S2)=[S:30])=CC=1, predict the reaction product. The product is: [CH3:1][C:2]1([CH3:20])[O:7][C:6](=[S:30])[NH:5][C:4]2[CH:9]=[CH:10][C:11]([C:13]3[CH:14]=[C:15]([C:18]#[N:19])[S:16][CH:17]=3)=[CH:12][C:3]1=2. (3) Given the reactants [CH2:1]([O:8][C:9]1[CH:16]=[CH:15][C:12]([CH:13]=[O:14])=[CH:11][C:10]=1[OH:17])[C:2]1[CH:7]=[CH:6][CH:5]=[CH:4][CH:3]=1.CN(C)C=O.[H-].[Na+].Cl[CH2:26][O:27][CH3:28], predict the reaction product. The product is: [CH2:1]([O:8][C:9]1[CH:16]=[CH:15][C:12]([CH:13]=[O:14])=[CH:11][C:10]=1[O:17][CH2:26][O:27][CH3:28])[C:2]1[CH:3]=[CH:4][CH:5]=[CH:6][CH:7]=1. (4) Given the reactants [C:1]([N:5]1[C:9]2[CH:10]=[CH:11][CH:12]=[CH:13][C:8]=2[O:7][C:6]1=[O:14])(=[O:4])[CH2:2][CH3:3].[C:15]1(=[O:21])[CH2:20][CH2:19][CH2:18][CH2:17][CH2:16]1, predict the reaction product. The product is: [OH:21][C:15]1([CH:2]([CH3:3])[C:1]([N:5]2[C:9]3[CH:10]=[CH:11][CH:12]=[CH:13][C:8]=3[O:7][C:6]2=[O:14])=[O:4])[CH2:20][CH2:19][CH2:18][CH2:17][CH2:16]1. (5) Given the reactants C(N[C:9](=[O:16])[C:10]1C=CC=CC=1)C1C=CC=CC=1.[Li+].CC([N-]C(C)C)C.C(OC(C)(C)C)(=O)C.CO[C:35](=[O:44])[C:36]1[C:37](=[CH:39][CH:40]=[CH:41][C:42]=1[F:43])[OH:38].[Cl-].[NH4+], predict the reaction product. The product is: [F:43][C:42]1[CH:41]=[CH:40][CH:39]=[C:37]2[C:36]=1[C:35]([OH:44])=[CH:10][C:9](=[O:16])[O:38]2.